From a dataset of Catalyst prediction with 721,799 reactions and 888 catalyst types from USPTO. Predict which catalyst facilitates the given reaction. (1) Reactant: [CH:1]1[N:2]=[CH:3][N:4]2[CH:9]=[CH:8][CH:7]=[CH:6][C:5]=12.C([Li])CCC.CN(C)[CH:17]=[O:18]. Product: [CH:1]1[N:2]=[C:3]([CH:17]=[O:18])[N:4]2[CH:9]=[CH:8][CH:7]=[CH:6][C:5]=12. The catalyst class is: 7. (2) Reactant: [Br:1][C:2]1[CH:3]=[N:4][C:5](I)=[N:6][CH:7]=1.C([Li])CCC.[O:14]=[C:15]1[CH2:18][N:17]([C:19]([O:21][C:22]([CH3:25])([CH3:24])[CH3:23])=[O:20])[CH2:16]1. Product: [Br:1][C:2]1[CH:3]=[N:4][C:5]([C:15]2([OH:14])[CH2:16][N:17]([C:19]([O:21][C:22]([CH3:24])([CH3:23])[CH3:25])=[O:20])[CH2:18]2)=[N:6][CH:7]=1. The catalyst class is: 11. (3) Reactant: [CH3:1][O:2][C:3]1[C:8]2[C:9]([CH3:12])=[CH:10][O:11][C:7]=2[CH:6]=[CH:5][CH:4]=1.[Se](=O)=[O:14]. Product: [CH3:1][O:2][C:3]1[C:8]2[C:9]([CH:12]=[O:14])=[CH:10][O:11][C:7]=2[CH:6]=[CH:5][CH:4]=1. The catalyst class is: 12. (4) Reactant: [CH3:1][N:2]1[CH2:15][CH2:14][C:5]2[NH:6][C:7]3[CH:8]=[CH:9][C:10]([CH3:13])=[CH:11][C:12]=3[C:4]=2[CH2:3]1.[OH-].[K+].[CH:18]([C:20]1[CH:21]=[N:22][CH:23]=[N:24][CH:25]=1)=[CH2:19]. Product: [CH3:1][N:2]1[CH2:15][CH2:14][C:5]2[N:6]([CH2:19][CH2:18][C:20]3[CH:21]=[N:22][CH:23]=[N:24][CH:25]=3)[C:7]3[CH:8]=[CH:9][C:10]([CH3:13])=[CH:11][C:12]=3[C:4]=2[CH2:3]1. The catalyst class is: 264. (5) Reactant: [BH4-].[Na+].[CH3:3][N:4]([CH3:19])[C:5]1[CH:10]=[CH:9][C:8]([N:11]=[CH:12][C:13]2[CH:18]=[CH:17][CH:16]=[CH:15][N:14]=2)=[CH:7][CH:6]=1. Product: [CH3:3][N:4]([CH3:19])[C:5]1[CH:6]=[CH:7][C:8]([NH:11][CH2:12][C:13]2[CH:18]=[CH:17][CH:16]=[CH:15][N:14]=2)=[CH:9][CH:10]=1. The catalyst class is: 5. (6) Reactant: [F:1][C:2]1[CH:3]=[C:4]([CH:8]([OH:29])[CH:9]([CH2:15][C:16]2[CH:21]=[CH:20][CH:19]=[C:18]([O:22][C:23]([F:28])([F:27])[CH:24]([F:26])[F:25])[CH:17]=2)[C:10]([O:12]CC)=[O:11])[CH:5]=[CH:6][CH:7]=1.[OH-].[Na+].Cl. Product: [F:1][C:2]1[CH:3]=[C:4]([CH:8]([OH:29])[CH:9]([CH2:15][C:16]2[CH:21]=[CH:20][CH:19]=[C:18]([O:22][C:23]([F:28])([F:27])[CH:24]([F:26])[F:25])[CH:17]=2)[C:10]([OH:12])=[O:11])[CH:5]=[CH:6][CH:7]=1. The catalyst class is: 5. (7) Reactant: Cl[C:2]1[N:7]=[C:6]([NH:8][C:9]2[CH:19]=[CH:18][CH:17]=[CH:16][C:10]=2[C:11]([O:13][CH2:14][CH3:15])=[O:12])[C:5]([F:20])=[CH:4][N:3]=1.[CH3:21][N:22]1[CH2:27][CH2:26][N:25]([C:28]2[CH:29]=[C:30]([CH:32]=[CH:33][CH:34]=2)[NH2:31])[CH2:24][CH2:23]1.C(O)C.Cl. Product: [F:20][C:5]1[C:6]([NH:8][C:9]2[CH:19]=[CH:18][CH:17]=[CH:16][C:10]=2[C:11]([O:13][CH2:14][CH3:15])=[O:12])=[N:7][C:2]([NH:31][C:30]2[CH:32]=[CH:33][CH:34]=[C:28]([N:25]3[CH2:24][CH2:23][N:22]([CH3:21])[CH2:27][CH2:26]3)[CH:29]=2)=[N:3][CH:4]=1. The catalyst class is: 6. (8) Product: [CH2:1]([O:8][C:9]1[CH:14]=[C:13]([Cl:15])[CH:12]=[CH:11][C:10]=1[C:16]1[N:20]=[C:19]([CH2:21][OH:22])[S:18][N:17]=1)[C:2]1[CH:3]=[CH:4][CH:5]=[CH:6][CH:7]=1. The catalyst class is: 14. Reactant: [CH2:1]([O:8][C:9]1[CH:14]=[C:13]([Cl:15])[CH:12]=[CH:11][C:10]=1[C:16]1[N:20]=[C:19]([C:21](OCC)=[O:22])[S:18][N:17]=1)[C:2]1[CH:7]=[CH:6][CH:5]=[CH:4][CH:3]=1.[BH4-].[Na+]. (9) Reactant: FC(F)(F)C(O)=O.[Cl:8][C:9]1[CH:18]=[C:17]2[C:12]([CH:13]=[C:14]([NH:19]C(=O)OC(C)(C)C)[N:15]=[CH:16]2)=[CH:11][N:10]=1. Product: [Cl:8][C:9]1[CH:18]=[C:17]2[C:12]([CH:13]=[C:14]([NH2:19])[N:15]=[CH:16]2)=[CH:11][N:10]=1. The catalyst class is: 68.